Dataset: Full USPTO retrosynthesis dataset with 1.9M reactions from patents (1976-2016). Task: Predict the reactants needed to synthesize the given product. Given the product [CH3:11][N:12]([CH3:15])[CH2:13][CH2:9][C:8]([C:4]1[CH:5]=[CH:6][CH:7]=[C:2]([F:1])[CH:3]=1)=[O:10], predict the reactants needed to synthesize it. The reactants are: [F:1][C:2]1[CH:3]=[C:4]([C:8](=[O:10])[CH3:9])[CH:5]=[CH:6][CH:7]=1.[CH3:11][NH:12][CH3:13].Cl.[CH2:15](O)C.